Regression. Given two drug SMILES strings and cell line genomic features, predict the synergy score measuring deviation from expected non-interaction effect. From a dataset of NCI-60 drug combinations with 297,098 pairs across 59 cell lines. (1) Drug 1: C1=CN(C(=O)N=C1N)C2C(C(C(O2)CO)O)(F)F. Drug 2: CN1C=C(C=N1)C2=C3N=C(C(=C(N3N=C2)N)Br)C4CCCNC4. Cell line: SW-620. Synergy scores: CSS=82.4, Synergy_ZIP=26.1, Synergy_Bliss=24.2, Synergy_Loewe=-7.74, Synergy_HSA=24.3. (2) Drug 1: C1CCC(C1)C(CC#N)N2C=C(C=N2)C3=C4C=CNC4=NC=N3. Drug 2: CC1CCCC2(C(O2)CC(NC(=O)CC(C(C(=O)C(C1O)C)(C)C)O)C(=CC3=CSC(=N3)C)C)C. Cell line: T-47D. Synergy scores: CSS=1.49, Synergy_ZIP=1.68, Synergy_Bliss=7.00, Synergy_Loewe=-0.302, Synergy_HSA=1.81. (3) Drug 2: N.N.Cl[Pt+2]Cl. Drug 1: C1=CN(C(=O)N=C1N)C2C(C(C(O2)CO)O)O.Cl. Cell line: IGROV1. Synergy scores: CSS=70.6, Synergy_ZIP=-2.39, Synergy_Bliss=1.39, Synergy_Loewe=3.80, Synergy_HSA=5.54. (4) Drug 1: C1C(C(OC1N2C=NC3=C(N=C(N=C32)Cl)N)CO)O. Drug 2: CC(C)NC(=O)C1=CC=C(C=C1)CNNC.Cl. Cell line: 786-0. Synergy scores: CSS=5.46, Synergy_ZIP=-2.31, Synergy_Bliss=-0.225, Synergy_Loewe=-2.74, Synergy_HSA=-2.71. (5) Drug 1: C1CN1C2=NC(=NC(=N2)N3CC3)N4CC4. Drug 2: C1=CC=C(C(=C1)C(C2=CC=C(C=C2)Cl)C(Cl)Cl)Cl. Cell line: RPMI-8226. Synergy scores: CSS=32.6, Synergy_ZIP=4.53, Synergy_Bliss=7.32, Synergy_Loewe=-23.4, Synergy_HSA=2.87.